From a dataset of Full USPTO retrosynthesis dataset with 1.9M reactions from patents (1976-2016). Predict the reactants needed to synthesize the given product. Given the product [Br-:1].[CH3:22][C:19]1[CH:20]=[CH:21][N+:16]([CH2:2][CH2:3][CH2:4][CH2:5][CH2:6][CH2:7][CH2:8][CH2:9][C:10]2[CH:15]=[CH:14][CH:13]=[CH:12][CH:11]=2)=[CH:17][CH:18]=1, predict the reactants needed to synthesize it. The reactants are: [Br:1][CH2:2][CH2:3][CH2:4][CH2:5][CH2:6][CH2:7][CH2:8][CH2:9][C:10]1[CH:15]=[CH:14][CH:13]=[CH:12][CH:11]=1.[N:16]1[CH:21]=[CH:20][C:19]([CH3:22])=[CH:18][CH:17]=1.